Dataset: Reaction yield outcomes from USPTO patents with 853,638 reactions. Task: Predict the reaction yield, written as a fraction of the theoretical maximum amount of product (1.0 means a 100% yield; for example, 0.34 means a 34% yield). (1) The reactants are [F:1][C:2]1[C:3]([O:24][CH3:25])=[C:4]([C:8]([CH3:23])([CH3:22])[CH2:9][C:10]([C:18]([F:21])([F:20])[F:19])([O:13][Si](C)(C)C)[CH2:11][OH:12])[CH:5]=[CH:6][CH:7]=1.[N+](CCCC)(CCCC)(CCCC)CCCC.[F-].O.O.O.O. The catalyst is C1COCC1. The product is [F:1][C:2]1[C:3]([O:24][CH3:25])=[C:4]([C:8]([CH3:23])([CH3:22])[CH2:9][C:10]([C:18]([F:21])([F:20])[F:19])([OH:13])[CH2:11][OH:12])[CH:5]=[CH:6][CH:7]=1. The yield is 0.814. (2) The reactants are C[O:2][C:3](=[O:25])[CH:4]([C:12]1[CH:17]=[CH:16][C:15]([N:18]2[C:22]([CH3:23])=[N:21][N:20]=[N:19]2)=[C:14]([Cl:24])[CH:13]=1)[CH2:5][CH:6]1[CH2:11][CH2:10][CH2:9][CH2:8][CH2:7]1.[OH-].[Na+]. The catalyst is C(O)C. The product is [Cl:24][C:14]1[CH:13]=[C:12]([CH:4]([CH2:5][CH:6]2[CH2:11][CH2:10][CH2:9][CH2:8][CH2:7]2)[C:3]([OH:25])=[O:2])[CH:17]=[CH:16][C:15]=1[N:18]1[C:22]([CH3:23])=[N:21][N:20]=[N:19]1. The yield is 0.850. (3) The reactants are [OH:1][C:2]1[CH:9]=[CH:8][C:5]([CH:6]=O)=[CH:4][C:3]=1[CH3:10].[Cl-].O[NH3+:13]. The catalyst is C(O)(=O)C.C(OCC)C. The product is [OH:1][C:2]1[CH:9]=[CH:8][C:5]([C:6]#[N:13])=[CH:4][C:3]=1[CH3:10]. The yield is 0.660. (4) The reactants are [OH:1][C@H:2]1[CH2:6][CH2:5][CH2:4][C@H:3]1[O:7][C@H:8]1[CH2:13][CH2:12][C@H:11]([N:14]2[C:19](=[O:20])[C:18]([CH2:21][C:22]3[CH:27]=[CH:26][C:25]([C:28]4[CH:33]=[CH:32][CH:31]=[CH:30][C:29]=4[C:34]4[NH:38][C:37](=[O:39])[O:36][N:35]=4)=[CH:24][CH:23]=3)=[C:17]([CH2:40][CH2:41][CH3:42])[N:16]3[N:43]=[CH:44][N:45]=[C:15]23)[CH2:10][CH2:9]1.CC(OI1(OC(C)=O)(OC(C)=O)OC(=O)C2C=CC=CC1=2)=O.C(=O)([O-])O.[Na+].S([O-])([O-])(=O)=S.[Na+].[Na+]. The catalyst is C(#N)C. The product is [O:1]=[C:2]1[CH2:6][CH2:5][CH2:4][CH:3]1[O:7][C@H:8]1[CH2:13][CH2:12][C@H:11]([N:14]2[C:19](=[O:20])[C:18]([CH2:21][C:22]3[CH:23]=[CH:24][C:25]([C:28]4[CH:33]=[CH:32][CH:31]=[CH:30][C:29]=4[C:34]4[NH:38][C:37](=[O:39])[O:36][N:35]=4)=[CH:26][CH:27]=3)=[C:17]([CH2:40][CH2:41][CH3:42])[N:16]3[N:43]=[CH:44][N:45]=[C:15]23)[CH2:10][CH2:9]1. The yield is 0.620. (5) The reactants are [CH2:1]1[CH2:12][CH2:11][CH2:10][CH2:9][CH2:8][CH2:7][CH2:6][CH2:5][CH2:4][CH2:3][CH2:2]1.[OH:13]N1[C:18](=O)[C:17]2=[CH:20][CH:21]=[CH:22][CH:23]=[C:16]2[C:15]1=[O:24].O=O. The catalyst is O.O.O.O.C([O-])(=O)C.[Co+2].C([O-])(=O)C.C(O)(=O)C. The product is [C:1]1(=[O:13])[CH2:12][CH2:11][CH2:10][CH2:9][CH2:8][CH2:7][CH2:6][CH2:5][CH2:4][CH2:3][CH2:2]1.[CH:15]1([OH:24])[CH2:16][CH2:23][CH2:22][CH2:21][CH2:20][CH2:17][CH2:18][CH2:3][CH2:2][CH2:1][CH2:12]1. The yield is 0.0290. (6) The reactants are [CH:1]([C@H:4]1[NH:9][CH2:8][CH2:7][N:6]2[C:10]3[CH:16]=[C:15]([S:17]([CH3:20])(=[O:19])=[O:18])[C:14]([C:21]([O:23][CH3:24])=[O:22])=[CH:13][C:11]=3[N:12]=[C:5]12)([CH3:3])[CH3:2].[Br:25][C:26]1[C:27]([C:33]([F:36])([F:35])[F:34])=NC(Cl)=N[CH:31]=1.CCN(C(C)C)[CH:40]([CH3:42])[CH3:41].CN(C=O)C. The catalyst is O.CCOC(C)=O. The product is [Br:25][C:26]1[CH:31]=[CH:42][C:40]([N:9]2[CH2:8][CH2:7][N:6]3[C:10]4[CH:16]=[C:15]([S:17]([CH3:20])(=[O:19])=[O:18])[C:14]([C:21]([O:23][CH3:24])=[O:22])=[CH:13][C:11]=4[N:12]=[C:5]3[C@H:4]2[CH:1]([CH3:3])[CH3:2])=[CH:41][C:27]=1[C:33]([F:36])([F:35])[F:34]. The yield is 0.470. (7) The product is [C:9]([O:3][C:2](=[CH2:4])[C:1]([O:6][CH2:7][CH3:8])=[O:5])(=[O:11])[CH3:10]. The yield is 0.580. The catalyst is O.C1(C)C=CC(S(O)(=O)=O)=CC=1.C(O)(=O)C. The reactants are [C:1]([O:6][CH2:7][CH3:8])(=[O:5])[C:2]([CH3:4])=[O:3].[C:9](OC(=O)C)(=[O:11])[CH3:10]. (8) The reactants are [OH:1][CH:2]1[CH2:11][C:10]2[C:5](=[CH:6][CH:7]=[C:8]([C:12]3[CH:13]=[N:14][N:15]([CH3:17])[CH:16]=3)[CH:9]=2)[N:4]([C:18]2[C:22]3[CH2:23][N:24]([C:27](=[O:29])[CH3:28])[CH2:25][CH2:26][C:21]=3[N:20]([C@H:30]3[CH2:34][CH2:33][O:32][CH2:31]3)[N:19]=2)[CH2:3]1.[H-].[Na+].I[CH3:38]. The catalyst is C1COCC1. The product is [CH3:38][O:1][CH:2]1[CH2:11][C:10]2[C:5](=[CH:6][CH:7]=[C:8]([C:12]3[CH:13]=[N:14][N:15]([CH3:17])[CH:16]=3)[CH:9]=2)[N:4]([C:18]2[C:22]3[CH2:23][N:24]([C:27](=[O:29])[CH3:28])[CH2:25][CH2:26][C:21]=3[N:20]([C@H:30]3[CH2:34][CH2:33][O:32][CH2:31]3)[N:19]=2)[CH2:3]1. The yield is 0.400. (9) The reactants are O[C:2]1([CH3:38])[CH2:6][N:5]([C:7]([O:9][CH2:10][C:11]2[CH:16]=[CH:15][CH:14]=[CH:13][CH:12]=2)=[O:8])[C@H:4]([C:17](=[O:37])[NH:18][CH2:19][C:20]2[CH:25]=[C:24]([C:26]3[CH:31]=[CH:30][C:29]([O:32][C:33]([F:36])([F:35])[F:34])=[CH:28][CH:27]=3)[N:23]=[CH:22][N:21]=2)[CH2:3]1.C(N(S(F)(F)[F:45])CC)C. The catalyst is ClCCl. The product is [F:45][C:2]1([CH3:38])[CH2:6][N:5]([C:7]([O:9][CH2:10][C:11]2[CH:12]=[CH:13][CH:14]=[CH:15][CH:16]=2)=[O:8])[C@H:4]([C:17](=[O:37])[NH:18][CH2:19][C:20]2[CH:25]=[C:24]([C:26]3[CH:31]=[CH:30][C:29]([O:32][C:33]([F:36])([F:35])[F:34])=[CH:28][CH:27]=3)[N:23]=[CH:22][N:21]=2)[CH2:3]1. The yield is 0.720. (10) The reactants are [NH2:1][C:2]1[CH:13]=[CH:12][CH:11]=[CH:10][C:3]=1[C:4]([NH:6][CH:7]1[CH2:9][CH2:8]1)=[O:5].[CH3:14][O:15][C:16](Cl)=[O:17]. The catalyst is O. The product is [CH3:14][O:15][C:16](=[O:17])[NH:1][C:2]1[CH:13]=[CH:12][CH:11]=[CH:10][C:3]=1[C:4](=[O:5])[NH:6][CH:7]1[CH2:8][CH2:9]1. The yield is 0.990.